This data is from Forward reaction prediction with 1.9M reactions from USPTO patents (1976-2016). The task is: Predict the product of the given reaction. Given the reactants I([O-])(=O)(=O)=O.[Na+].[I:7]I.C(OC(=O)C)(=O)C.S(=O)(=O)(O)O.[Cl:21][C:22]1[CH:27]=[CH:26][C:25]([CH2:28][CH3:29])=[CH:24][CH:23]=1.S([O-])([O-])=O.[Na+].[Na+].[OH-].[Na+].[Cl-].[Na+], predict the reaction product. The product is: [Cl:21][C:22]1[CH:27]=[CH:26][C:25]([CH2:28][CH3:29])=[C:24]([I:7])[CH:23]=1.